This data is from Peptide-MHC class I binding affinity with 185,985 pairs from IEDB/IMGT. The task is: Regression. Given a peptide amino acid sequence and an MHC pseudo amino acid sequence, predict their binding affinity value. This is MHC class I binding data. The peptide sequence is RRGLRMAK. The MHC is Mamu-B08 with pseudo-sequence Mamu-B08. The binding affinity (normalized) is 0.478.